Predict the product of the given reaction. From a dataset of Forward reaction prediction with 1.9M reactions from USPTO patents (1976-2016). (1) Given the reactants C(OC([N:8]1[CH2:17][CH2:16][C:11]2([C:14](=[O:15])[NH:13][CH2:12]2)[CH2:10][CH2:9]1)=O)(C)(C)C.C(O)(C(F)(F)F)=O, predict the reaction product. The product is: [C:14]1(=[O:15])[C:11]2([CH2:16][CH2:17][NH:8][CH2:9][CH2:10]2)[CH2:12][NH:13]1. (2) Given the reactants NC1(C2C=CC(C3C(=O)C4C(=CC=C(F)C=4)OC=3C3C=CC=CC=3)=CC=2)CCC1.C(OC(=O)[NH:36][C:37]1([C:41]2[CH:46]=[CH:45][C:44]([C:47]3[C:56](=[O:57])[C:55]4[C:50](=[CH:51][C:52]([O:59][CH3:60])=[C:53]([Br:58])[CH:54]=4)[O:49][C:48]=3[C:61]3[CH:66]=[CH:65][CH:64]=[CH:63][CH:62]=3)=[CH:43][CH:42]=2)[CH2:40][CH2:39][CH2:38]1)(C)(C)C, predict the reaction product. The product is: [NH2:36][C:37]1([C:41]2[CH:42]=[CH:43][C:44]([C:47]3[C:56](=[O:57])[C:55]4[C:50](=[CH:51][C:52]([O:59][CH3:60])=[C:53]([Br:58])[CH:54]=4)[O:49][C:48]=3[C:61]3[CH:66]=[CH:65][CH:64]=[CH:63][CH:62]=3)=[CH:45][CH:46]=2)[CH2:38][CH2:39][CH2:40]1. (3) Given the reactants [C:1]([OH:10])(=[O:9])[CH2:2][CH2:3][CH2:4][CH2:5][CH2:6][CH2:7][CH3:8].C(=O)([O-])O.[Na+].[Cl:16][CH2:17]OS(Cl)(=O)=O, predict the reaction product. The product is: [C:1]([O:10][CH2:17][Cl:16])(=[O:9])[CH2:2][CH2:3][CH2:4][CH2:5][CH2:6][CH2:7][CH3:8]. (4) Given the reactants [C:1]([NH:9][C:10]1[S:11][CH2:12][CH:13]2[CH2:18][N:17]([C:19]([O:21][CH2:22][C:23]3[CH:28]=[CH:27][CH:26]=[CH:25][CH:24]=3)=[O:20])[CH2:16][C:14]2([C:29]2[CH:34]=[CH:33][CH:32]=[CH:31][CH:30]=2)[N:15]=1)(=[O:8])[C:2]1[CH:7]=[CH:6][CH:5]=[CH:4][CH:3]=1.CO.C(#N)C.CN(C)CC, predict the reaction product. The product is: [C:1]([NH:9][C:10]1[S:11][CH2:12][C@@H:13]2[CH2:18][N:17]([C:19]([O:21][CH2:22][C:23]3[CH:24]=[CH:25][CH:26]=[CH:27][CH:28]=3)=[O:20])[CH2:16][C@:14]2([C:29]2[CH:34]=[CH:33][CH:32]=[CH:31][CH:30]=2)[N:15]=1)(=[O:8])[C:2]1[CH:3]=[CH:4][CH:5]=[CH:6][CH:7]=1. (5) Given the reactants [CH3:1][O:2][C:3](=[O:14])[CH:4]=[CH:5][C:6]1[CH:11]=[CH:10][C:9]([F:12])=[CH:8][C:7]=1[OH:13].C([O-])([O-])=O.[K+].[K+].[CH2:21](I)[CH2:22][CH2:23][CH3:24], predict the reaction product. The product is: [CH3:1][O:2][C:3](=[O:14])[CH:4]=[CH:5][C:6]1[CH:11]=[CH:10][C:9]([F:12])=[CH:8][C:7]=1[O:13][CH2:21][CH2:22][CH2:23][CH3:24]. (6) The product is: [CH3:12][C:13]1[CH:18]=[C:17]([C:19]([NH:1][C:2]2[CH:11]=[C:10]3[C:5]([CH:6]=[CH:7][CH:8]=[N:9]3)=[CH:4][CH:3]=2)=[O:20])[CH:16]=[CH:15][C:14]=1[C:22]1[CH:27]=[CH:26][CH:25]=[CH:24][CH:23]=1. Given the reactants [NH2:1][C:2]1[CH:11]=[C:10]2[C:5]([CH:6]=[CH:7][CH:8]=[N:9]2)=[CH:4][CH:3]=1.[CH3:12][C:13]1[CH:18]=[C:17]([C:19](O)=[O:20])[CH:16]=[CH:15][C:14]=1[C:22]1[CH:27]=[CH:26][CH:25]=[CH:24][CH:23]=1, predict the reaction product. (7) The product is: [Cl:1][C:2]1[C:3]([CH3:9])=[N+:4]([O-:18])[CH:5]=[C:6]([CH3:8])[CH:7]=1. Given the reactants [Cl:1][C:2]1[C:3]([CH3:9])=[N:4][CH:5]=[C:6]([CH3:8])[CH:7]=1.ClC1C=CC=C(C(OO)=[O:18])C=1, predict the reaction product.